From a dataset of Peptide-MHC class I binding affinity with 185,985 pairs from IEDB/IMGT. Regression. Given a peptide amino acid sequence and an MHC pseudo amino acid sequence, predict their binding affinity value. This is MHC class I binding data. The peptide sequence is MEFEPFQSL. The MHC is HLA-B48:01 with pseudo-sequence HLA-B48:01. The binding affinity (normalized) is 0.540.